Dataset: Forward reaction prediction with 1.9M reactions from USPTO patents (1976-2016). Task: Predict the product of the given reaction. Given the reactants [NH3:1].[CH3:2][C@@H:3]1[S:8][C:7]2[S:9][C:10]([S:12](Cl)(=[O:14])=[O:13])=[CH:11][C:6]=2[C:5](=[O:16])[CH2:4]1, predict the reaction product. The product is: [CH3:2][C@@H:3]1[S:8][C:7]2[S:9][C:10]([S:12]([NH2:1])(=[O:14])=[O:13])=[CH:11][C:6]=2[C:5](=[O:16])[CH2:4]1.